From a dataset of Catalyst prediction with 721,799 reactions and 888 catalyst types from USPTO. Predict which catalyst facilitates the given reaction. (1) Reactant: C(OC(=O)[C:5]1[C:10]([OH:11])=[CH:9][C:8]([CH:12]2[CH2:14][CH2:13]2)=[N:7][C:6]=1[OH:15])C.N. Product: [CH:12]1([C:8]2[N:7]=[C:6]([OH:15])[CH:5]=[C:10]([OH:11])[CH:9]=2)[CH2:14][CH2:13]1. The catalyst class is: 33. (2) Reactant: [OH:1][C:2]1[CH:9]=[CH:8][CH:7]=[CH:6][C:3]=1[CH2:4][OH:5].Br[CH2:11][CH2:12][CH2:13][CH2:14][CH2:15][C:16]1[CH:21]=[CH:20][CH:19]=[CH:18][CH:17]=1.C(=O)([O-])[O-].[K+].[K+]. Product: [C:16]1([CH2:15][CH2:14][CH2:13][CH2:12][CH2:11][O:1][C:2]2[CH:9]=[CH:8][CH:7]=[CH:6][C:3]=2[CH2:4][OH:5])[CH:21]=[CH:20][CH:19]=[CH:18][CH:17]=1. The catalyst class is: 10. (3) Reactant: [NH:1]([C:10]([O:12][C:13]([CH3:16])([CH3:15])[CH3:14])=[O:11])[C@@H:2]([C:7]([OH:9])=O)[CH2:3][CH2:4][CH2:5][CH3:6].[CH:17]1[CH:18]=[CH:19][C:20]2[N:25](O)[N:24]=[N:23][C:21]=2[CH:22]=1.CN(C([O:34]N1N=NC2C=CC=CC1=2)=[N+](C)C)C.F[P-](F)(F)(F)(F)F.CCN(CC)CC. Product: [NH2:23][CH2:21][CH2:22][CH2:17][CH2:18][CH2:19][C:20]([NH:25][NH:24][C:7](=[O:9])[C@H:2]([NH:1][C:10]([O:12][C:13]([CH3:16])([CH3:15])[CH3:14])=[O:11])[CH2:3][CH2:4][CH2:5][CH3:6])=[O:34]. The catalyst class is: 39. (4) The catalyst class is: 65. Reactant: C1C2C(=CC=CC=2)CC(C(O)=O)N1.[CH:14]1([C:24]([OH:26])=[O:25])[C:23]2[C:18](=[CH:19][CH:20]=[CH:21][CH:22]=2)[CH2:17][CH2:16][NH:15]1.[N+:27]([O-])([O-:29])=[O:28].[K+]. Product: [N+:27]([C:20]1[CH:19]=[C:18]2[C:23](=[CH:22][CH:21]=1)[CH:14]([C:24]([OH:26])=[O:25])[NH:15][CH2:16][CH2:17]2)([O-:29])=[O:28]. (5) Reactant: Cl[C:2]1[C:7]([CH2:8][CH2:9][OH:10])=[C:6]([Cl:11])[N:5]=[CH:4][N:3]=1.C(N(CC)C(C)C)(C)C.[NH2:21][C@@H:22]1[C:30]2[C:25](=[CH:26][CH:27]=[CH:28][CH:29]=2)[CH2:24][CH2:23]1. Product: [Cl:11][C:6]1[C:7]([CH2:8][CH2:9][OH:10])=[C:2]([NH:21][C@@H:22]2[C:30]3[C:25](=[CH:26][CH:27]=[CH:28][CH:29]=3)[CH2:24][CH2:23]2)[N:3]=[CH:4][N:5]=1. The catalyst class is: 51. (6) Reactant: [CH3:1][O:2][C:3]1[CH:8]=[CH:7][C:6]([CH2:9][C:10](=O)[C:11](C)(C)C)=[CH:5][C:4]=1[O:16][CH2:17][CH2:18][CH2:19][O:20][CH3:21].[C:22]([O-:25])(=O)C.[NH4+].[BH3-]C#[N:29].[Na+]. Product: [CH3:22][O:25][CH2:11][CH:10]([NH2:29])[CH2:9][C:6]1[CH:7]=[CH:8][C:3]([O:2][CH3:1])=[C:4]([O:16][CH2:17][CH2:18][CH2:19][O:20][CH3:21])[CH:5]=1. The catalyst class is: 5.